Predict the product of the given reaction. From a dataset of Forward reaction prediction with 1.9M reactions from USPTO patents (1976-2016). (1) Given the reactants [Cl:1][C:2]1[C:7](/[N:8]=N/C2C=CC(C)=CC=2)=[C:6]([Cl:17])[N:5]=[C:4]([S:18][CH2:19][CH2:20][CH3:21])[N:3]=1.[H][H], predict the reaction product. The product is: [Cl:1][C:2]1[C:7]([NH2:8])=[C:6]([Cl:17])[N:5]=[C:4]([S:18][CH2:19][CH2:20][CH3:21])[N:3]=1. (2) Given the reactants [N:1]1([C:8](=[O:15])[CH2:9][C:10]([O:12][CH2:13][CH3:14])=[O:11])[CH2:7][CH2:6][CH2:5][NH:4][CH2:3][CH2:2]1.CCN(C(C)C)C(C)C.Cl[C:26]([O:28][C:29]1[CH:34]=[CH:33][C:32]([N+:35]([O-:37])=[O:36])=[CH:31][CH:30]=1)=[O:27], predict the reaction product. The product is: [CH2:13]([O:12][C:10](=[O:11])[CH2:9][C:8]([N:1]1[CH2:7][CH2:6][CH2:5][N:4]([C:26]([O:28][C:29]2[CH:30]=[CH:31][C:32]([N+:35]([O-:37])=[O:36])=[CH:33][CH:34]=2)=[O:27])[CH2:3][CH2:2]1)=[O:15])[CH3:14]. (3) The product is: [C:23]([O:27][C:28]([N:30]1[CH2:35][CH2:34][CH:33]([S:36][C:42]2[CH:41]=[N:40][C:39]([NH2:38])=[CH:44][CH:43]=2)[CH2:32][CH2:31]1)=[O:29])([CH3:26])([CH3:24])[CH3:25]. Given the reactants CC1C=CC2C(=C3C(=CC=2)C=CC(C)=N3)N=1.CC(C)([O-])C.[Na+].[C:23]([O:27][C:28]([N:30]1[CH2:35][CH2:34][CH:33]([SH:36])[CH2:32][CH2:31]1)=[O:29])([CH3:26])([CH3:25])[CH3:24].[Mg].[NH2:38][C:39]1[CH:44]=[CH:43][C:42](I)=[CH:41][N:40]=1, predict the reaction product. (4) Given the reactants [C:1]1([S-:7])[CH:6]=[CH:5][CH:4]=[CH:3][CH:2]=1.[Na+].Cl[C:10]1[CH:17]=[CH:16][C:13]([C:14]#[N:15])=[CH:12][C:11]=1[N+:18]([O-:20])=[O:19], predict the reaction product. The product is: [N+:18]([C:11]1[CH:12]=[C:13]([CH:16]=[CH:17][C:10]=1[S:7][C:1]1[CH:6]=[CH:5][CH:4]=[CH:3][CH:2]=1)[C:14]#[N:15])([O-:20])=[O:19]. (5) Given the reactants [NH2:1][C:2]1[C:3]([C:14]2[CH:23]=[CH:22][C:17]([C:18]([O:20]C)=[O:19])=[C:16]([F:24])[CH:15]=2)=[N:4][C:5]([CH:8]2[CH2:13][CH2:12][O:11][CH2:10][CH2:9]2)=[CH:6][N:7]=1.[Li+].[OH-], predict the reaction product. The product is: [NH2:1][C:2]1[C:3]([C:14]2[CH:23]=[CH:22][C:17]([C:18]([OH:20])=[O:19])=[C:16]([F:24])[CH:15]=2)=[N:4][C:5]([CH:8]2[CH2:13][CH2:12][O:11][CH2:10][CH2:9]2)=[CH:6][N:7]=1. (6) Given the reactants [CH3:1][O:2][CH:3](OC)[CH2:4][CH2:5][C:6]1[CH:11]=[CH:10][C:9]([CH2:12][CH2:13][CH3:14])=[CH:8][CH:7]=1.P(=O)(O)(O)O.N1C=CC=CC=1, predict the reaction product. The product is: [CH2:12]([C:9]1[CH:8]=[CH:7][C:6]([CH2:5][CH:4]=[CH:3][O:2][CH3:1])=[CH:11][CH:10]=1)[CH2:13][CH3:14].